The task is: Predict the reactants needed to synthesize the given product.. This data is from Full USPTO retrosynthesis dataset with 1.9M reactions from patents (1976-2016). (1) Given the product [Cl:1][C:2]1[CH:3]=[C:4]([C:9]2[C:17]([O:18][CH:19]([F:21])[F:20])=[CH:16][C:12]([C:13]([NH:27][S:24]([CH3:23])(=[O:26])=[O:25])=[O:14])=[C:11]([F:22])[CH:10]=2)[CH:5]=[N:6][C:7]=1[F:8], predict the reactants needed to synthesize it. The reactants are: [Cl:1][C:2]1[CH:3]=[C:4]([C:9]2[C:17]([O:18][CH:19]([F:21])[F:20])=[CH:16][C:12]([C:13](O)=[O:14])=[C:11]([F:22])[CH:10]=2)[CH:5]=[N:6][C:7]=1[F:8].[CH3:23][S:24]([NH2:27])(=[O:26])=[O:25].CCN=C=NCCCN(C)C.Cl. (2) Given the product [CH3:33][C:32]1[C:27]([C:4]([C:6]2[N:7]=[CH:8][N:9]([C:11]3[CH:12]=[C:13]([C:17]4[C:18]([C:23]#[N:24])=[CH:19][CH:20]=[CH:21][CH:22]=4)[CH:14]=[CH:15][CH:16]=3)[CH:10]=2)=[O:5])=[N:28][CH:29]=[CH:30][CH:31]=1, predict the reactants needed to synthesize it. The reactants are: CON(C)[C:4]([C:6]1[N:7]=[CH:8][N:9]([C:11]2[CH:12]=[C:13]([C:17]3[CH:22]=[CH:21][CH:20]=[CH:19][C:18]=3[C:23]#[N:24])[CH:14]=[CH:15][CH:16]=2)[CH:10]=1)=[O:5].Br[C:27]1[C:32]([CH3:33])=[CH:31][CH:30]=[CH:29][N:28]=1. (3) Given the product [F:29][C:28]([F:30])([F:31])[C:24]1[CH:23]=[C:22]([CH:27]=[CH:26][CH:25]=1)[CH2:21][NH:1][C:2]1[CH:7]=[CH:6][CH:5]=[CH:4][C:3]=1/[CH:8]=[CH:9]/[C:10]([O:12][CH3:13])=[O:11], predict the reactants needed to synthesize it. The reactants are: [NH2:1][C:2]1[CH:7]=[CH:6][CH:5]=[CH:4][C:3]=1/[CH:8]=[CH:9]/[C:10]([O:12][CH3:13])=[O:11].C(=O)([O-])[O-].[K+].[K+].Br[CH2:21][C:22]1[CH:27]=[CH:26][CH:25]=[C:24]([C:28]([F:31])([F:30])[F:29])[CH:23]=1.